From a dataset of Forward reaction prediction with 1.9M reactions from USPTO patents (1976-2016). Predict the product of the given reaction. (1) Given the reactants C(OC(=O)[NH:7][CH:8]1[CH2:17][C:16]2[C:11](=[CH:12][CH:13]=[C:14]([C:18]3[CH:22]=[CH:21][S:20][CH:19]=3)[CH:15]=2)[N:10]([CH2:23][C:24]2[CH:29]=[CH:28][CH:27]=[CH:26][CH:25]=2)[C:9]1=[O:30])(C)(C)C.C(N1C2C(=CC(Br)=CC=2)CC(N[S:51]([C:54]2[CH:59]=[CH:58][CH:57]=[CH:56][CH:55]=2)(=[O:53])=[O:52])C1=O)C1C=CC=CC=1, predict the reaction product. The product is: [CH2:23]([N:10]1[C:11]2[C:16](=[CH:15][C:14]([C:18]3[CH:22]=[CH:21][S:20][CH:19]=3)=[CH:13][CH:12]=2)[CH2:17][CH:8]([NH:7][S:51]([C:54]2[CH:59]=[CH:58][CH:57]=[CH:56][CH:55]=2)(=[O:53])=[O:52])[C:9]1=[O:30])[C:24]1[CH:25]=[CH:26][CH:27]=[CH:28][CH:29]=1. (2) Given the reactants [CH2:1]([NH:3][C:4](=[O:11])[NH:5]OCC(O)=O)[CH3:2].[NH2:12][C@@H:13]([CH2:37][O:38][C:39]([CH3:42])([CH3:41])[CH3:40])[C:14]([N:16]([C@@H:28]([CH3:36])[CH:29]([O:33][CH2:34][CH3:35])[O:30][CH2:31][CH3:32])[CH2:17][C:18]1[C:27]2[C:22](=[CH:23][CH:24]=[CH:25][CH:26]=2)[CH:21]=[CH:20][CH:19]=1)=[O:15], predict the reaction product. The product is: [C:39]([O:38][CH2:37][C@H:13]([NH:12][C:29](=[O:30])[CH2:28][N:16]([CH3:14])[NH:5][C:4]([NH:3][CH2:1][CH3:2])=[O:11])[C:14]([N:16]([C@@H:28]([CH3:36])[CH:29]([O:33][CH2:34][CH3:35])[O:30][CH2:31][CH3:32])[CH2:17][C:18]1[C:27]2[C:22](=[CH:23][CH:24]=[CH:25][CH:26]=2)[CH:21]=[CH:20][CH:19]=1)=[O:15])([CH3:42])([CH3:41])[CH3:40]. (3) Given the reactants [Cl:1][C:2]1[CH:7]=[CH:6][C:5]([C:8]2[N:9]=[C:10]([CH2:13][CH2:14][CH3:15])[O:11][CH:12]=2)=[CH:4][CH:3]=1.C1C(=O)N([Br:23])C(=O)C1, predict the reaction product. The product is: [Br:23][C:12]1[O:11][C:10]([CH2:13][CH2:14][CH3:15])=[N:9][C:8]=1[C:5]1[CH:4]=[CH:3][C:2]([Cl:1])=[CH:7][CH:6]=1.